From a dataset of NCI-60 drug combinations with 297,098 pairs across 59 cell lines. Regression. Given two drug SMILES strings and cell line genomic features, predict the synergy score measuring deviation from expected non-interaction effect. (1) Drug 1: C1CC(=O)NC(=O)C1N2CC3=C(C2=O)C=CC=C3N. Drug 2: CCC1(C2=C(COC1=O)C(=O)N3CC4=CC5=C(C=CC(=C5CN(C)C)O)N=C4C3=C2)O.Cl. Cell line: RPMI-8226. Synergy scores: CSS=16.6, Synergy_ZIP=-3.41, Synergy_Bliss=1.56, Synergy_Loewe=0.947, Synergy_HSA=1.09. (2) Drug 1: CCC1(C2=C(COC1=O)C(=O)N3CC4=CC5=C(C=CC(=C5CN(C)C)O)N=C4C3=C2)O.Cl. Drug 2: B(C(CC(C)C)NC(=O)C(CC1=CC=CC=C1)NC(=O)C2=NC=CN=C2)(O)O. Cell line: EKVX. Synergy scores: CSS=26.1, Synergy_ZIP=-3.68, Synergy_Bliss=-5.27, Synergy_Loewe=-14.4, Synergy_HSA=-1.69.